Dataset: Forward reaction prediction with 1.9M reactions from USPTO patents (1976-2016). Task: Predict the product of the given reaction. (1) Given the reactants [CH3:1][C:2]([O:45][CH2:46][C@H:47]1C[O:48]1)([CH3:44])[CH2:3][N:4]1[CH:8]=[CH:7][C:6]([NH:9][C:10]([CH:12]2[CH:16]([C:17]3[CH:22]=[CH:21][CH:20]=[C:19]([Cl:23])[C:18]=3[F:24])[C:15]([C:27]3[CH:32]=[CH:31][C:30]([Cl:33])=[CH:29][C:28]=3[F:34])([C:25]#[N:26])[CH:14]([CH2:35][C:36]([CH3:39])([CH3:38])[CH3:37])[N:13]2[CH2:40][CH:41]2[CH2:43][CH2:42]2)=[O:11])=[N:5]1.[CH3:50][NH:51][CH3:52].[CH3:53]C(O)C, predict the reaction product. The product is: [CH3:50][N:51]([CH3:53])[CH2:52][C@@H:47]([OH:48])[CH2:46][O:45][C:2]([CH3:44])([CH3:1])[CH2:3][N:4]1[CH:8]=[CH:7][C:6]([NH:9][C:10]([CH:12]2[CH:16]([C:17]3[CH:22]=[CH:21][CH:20]=[C:19]([Cl:23])[C:18]=3[F:24])[C:15]([C:27]3[CH:32]=[CH:31][C:30]([Cl:33])=[CH:29][C:28]=3[F:34])([C:25]#[N:26])[CH:14]([CH2:35][C:36]([CH3:39])([CH3:38])[CH3:37])[N:13]2[CH2:40][CH:41]2[CH2:43][CH2:42]2)=[O:11])=[N:5]1. (2) Given the reactants Cl[C:2]1[C:7]([CH3:8])=[C:6]([C:9]2[C:10]([CH3:15])=[N:11][O:12][C:13]=2[CH3:14])[N:5]=[C:4]([C:16]2[CH:17]=[C:18]([OH:26])[CH:19]=[CH:20][C:21]=2[C:22]([F:25])([F:24])[F:23])[N:3]=1.Cl.[N:28]1[C:33]2[CH2:34][NH:35][CH2:36][C:32]=2[CH:31]=[N:30][CH:29]=1.CCN(CC)CC, predict the reaction product. The product is: [CH3:15][C:10]1[C:9]([C:6]2[C:7]([CH3:8])=[C:2]([N:35]3[CH2:36][C:32]4[CH:31]=[N:30][CH:29]=[N:28][C:33]=4[CH2:34]3)[N:3]=[C:4]([C:16]3[CH:17]=[C:18]([OH:26])[CH:19]=[CH:20][C:21]=3[C:22]([F:23])([F:25])[F:24])[N:5]=2)=[C:13]([CH3:14])[O:12][N:11]=1. (3) Given the reactants Cl[C:2]1[CH:7]=[N:6][CH:5]=[CH:4][N:3]=1.[F:8][C:9]([F:20])([F:19])[C:10]1[CH:15]=[CH:14][C:13](B(O)O)=[CH:12][CH:11]=1.C(=O)([O-])[O-].[Na+].[Na+], predict the reaction product. The product is: [F:8][C:9]([F:20])([F:19])[C:10]1[CH:15]=[CH:14][C:13]([C:2]2[CH:7]=[N:6][CH:5]=[CH:4][N:3]=2)=[CH:12][CH:11]=1. (4) The product is: [Cl:1][C:2]1[C:7]([C:8](=[O:10])[CH3:9])=[CH:6][CH:5]=[CH:4][N:3]=1. Given the reactants [Cl:1][C:2]1[C:7]([CH:8]([OH:10])[CH3:9])=[CH:6][CH:5]=[CH:4][N:3]=1.C(O)(C)C.C([O-])(O)=O.[Na+], predict the reaction product. (5) Given the reactants C1(N2C(=O)C3=CNC4C=[CH:15][C:16]([N:19]5[CH2:24][CH2:23][NH:22][CH2:21][CH2:20]5)=NC=4C3=N2)C=CC=CC=1.F[C:28]1[CH:37]=[CH:36][C:35]2[NH:34][CH:33]=[C:32]3[C:38](=[O:47])[N:39]([C:41]4[CH:46]=[CH:45][CH:44]=[CH:43][N:42]=4)[N:40]=[C:31]3[C:30]=2[N:29]=1.CN1CCCNCC1.N1CCNCC1, predict the reaction product. The product is: [CH3:24][N:19]1[CH2:16][CH2:15][CH2:23][N:22]([C:28]2[CH:37]=[CH:36][C:35]3[NH:34][CH:33]=[C:32]4[C:38](=[O:47])[N:39]([C:41]5[CH:46]=[CH:45][CH:44]=[CH:43][N:42]=5)[N:40]=[C:31]4[C:30]=3[N:29]=2)[CH2:21][CH2:20]1. (6) The product is: [Br:1][CH2:9][C:10]1[CH:15]=[CH:14][C:13]([N+:16]([O-:18])=[O:17])=[C:12]([O:19][CH3:20])[CH:11]=1. Given the reactants [Br:1]N1C(=O)CCC1=O.[CH3:9][C:10]1[CH:15]=[CH:14][C:13]([N+:16]([O-:18])=[O:17])=[C:12]([O:19][CH3:20])[CH:11]=1, predict the reaction product.